From a dataset of Forward reaction prediction with 1.9M reactions from USPTO patents (1976-2016). Predict the product of the given reaction. (1) Given the reactants [CH3:1][O:2][C:3](=[O:18])[C:4]1[CH:9]=[C:8]([C:10]2[CH:15]=[CH:14][C:13]([CH3:16])=[CH:12][N:11]=2)[CH:7]=[C:6]([NH2:17])[CH:5]=1.[N:19]([O-])=O.[Na+], predict the reaction product. The product is: [CH3:1][O:2][C:3](=[O:18])[C:4]1[CH:9]=[C:8]([C:10]2[CH:15]=[CH:14][C:13]([CH3:16])=[CH:12][N:11]=2)[CH:7]=[C:6]([NH:17][NH2:19])[CH:5]=1. (2) Given the reactants [CH:1]1([NH:4][C:5]2C(C#N)=[N:7][CH:8]=[C:9]([CH2:11][C:12]3[CH:17]=[CH:16][C:15]([F:18])=[CH:14][CH:13]=3)[CH:10]=2)[CH2:3][CH2:2]1.[OH-:21].[Na+].[CH2:23]([OH:25])[CH3:24], predict the reaction product. The product is: [CH:1]1([NH:4][C:5]2[C:24]([C:23]([OH:21])=[O:25])=[N:7][CH:8]=[C:9]([CH2:11][C:12]3[CH:17]=[CH:16][C:15]([F:18])=[CH:14][CH:13]=3)[CH:10]=2)[CH2:3][CH2:2]1. (3) Given the reactants [C:1]([OH:9])(=O)[C:2]1[CH:7]=[CH:6][CH:5]=[CH:4][CH:3]=1.C1N=CN(C(N2C=NC=C2)=O)C=1.Cl.[NH2:23][CH2:24][C:25]1[CH:30]=[CH:29][C:28]([N:31]2[C:35]3=[N:36][CH:37]=[C:38]([C:40]4[CH:41]=[N:42][CH:43]=[CH:44][CH:45]=4)[CH:39]=[C:34]3[N:33]=[C:32]2[C:46]2[C:47]([NH2:52])=[N:48][CH:49]=[CH:50][CH:51]=2)=[CH:27][CH:26]=1, predict the reaction product. The product is: [NH2:52][C:47]1[C:46]([C:32]2[N:31]([C:28]3[CH:27]=[CH:26][C:25]([CH2:24][NH:23][C:1](=[O:9])[C:2]4[CH:3]=[CH:4][CH:5]=[CH:6][CH:7]=4)=[CH:30][CH:29]=3)[C:35]3=[N:36][CH:37]=[C:38]([C:40]4[CH:41]=[N:42][CH:43]=[CH:44][CH:45]=4)[CH:39]=[C:34]3[N:33]=2)=[CH:51][CH:50]=[CH:49][N:48]=1. (4) Given the reactants Cl[C:2]1[N:7]=[C:6]([C:8]2[S:12][C:11]([CH3:13])=[N:10][C:9]=2[C:14]2[CH:15]=[C:16]([NH:20][C:21](=[O:30])[C:22]3[C:27]([F:28])=[CH:26][CH:25]=[CH:24][C:23]=3[F:29])[CH:17]=[CH:18][CH:19]=2)[CH:5]=[CH:4][N:3]=1.[Cl:31][C:32]1[CH:33]=[C:34]([NH2:46])[CH:35]=[CH:36][C:37]=1[O:38][CH2:39][CH2:40][N:41]1[CH2:45][CH2:44][CH2:43][CH2:42]1, predict the reaction product. The product is: [Cl:31][C:32]1[CH:33]=[C:34]([NH:46][C:2]2[N:7]=[C:6]([C:8]3[S:12][C:11]([CH3:13])=[N:10][C:9]=3[C:14]3[CH:15]=[C:16]([NH:20][C:21](=[O:30])[C:22]4[C:27]([F:28])=[CH:26][CH:25]=[CH:24][C:23]=4[F:29])[CH:17]=[CH:18][CH:19]=3)[CH:5]=[CH:4][N:3]=2)[CH:35]=[CH:36][C:37]=1[O:38][CH2:39][CH2:40][N:41]1[CH2:42][CH2:43][CH2:44][CH2:45]1.